This data is from Catalyst prediction with 721,799 reactions and 888 catalyst types from USPTO. The task is: Predict which catalyst facilitates the given reaction. (1) Reactant: C(N(CC)CC)C.[CH:8]([C:10]1[C:18]2[C:13](=[CH:14][CH:15]=[CH:16][CH:17]=2)[N:12](C(OC(C)(C)C)=O)[CH:11]=1)=[O:9].[CH3:26][O:27][C:28]1[CH:29]=[C:30]([CH:43]=[CH:44][CH:45]=1)[N:31]=[CH:32][C:33]1[N:34]=[C:35]2[CH:40]=[CH:39][C:38]([CH3:41])=[CH:37][N:36]2[CH:42]=1. Product: [NH:12]1[C:13]2[C:18](=[CH:17][CH:16]=[CH:15][CH:14]=2)[C:10]([C:8](=[O:9])[CH:32]([NH:31][C:30]2[CH:43]=[CH:44][CH:45]=[C:28]([O:27][CH3:26])[CH:29]=2)[C:33]2[N:34]=[C:35]3[CH:40]=[CH:39][C:38]([CH3:41])=[CH:37][N:36]3[CH:42]=2)=[CH:11]1. The catalyst class is: 433. (2) Reactant: Cl.[N:2]12[CH2:9][CH2:8][CH:5]([CH2:6][CH2:7]1)[CH:4]([C:10]([OH:12])=O)[CH2:3]2.[Cl-].ClC1N(C)CC[NH+]1C.[Br:22][C:23]1[S:27][C:26]([C:28]([NH:30][NH2:31])=O)=[CH:25][CH:24]=1.C(N(CC)CC)C. Product: [Br:22][C:23]1[S:27][C:26]([C:28]2[O:12][C:10]([CH:4]3[CH:5]4[CH2:6][CH2:7][N:2]([CH2:9][CH2:8]4)[CH2:3]3)=[N:31][N:30]=2)=[CH:25][CH:24]=1. The catalyst class is: 10. (3) Reactant: [Cl:1][C:2]1[CH:7]=[CH:6][N:5]=[C:4]([CH2:8][NH:9][C:10]2[O:11][C:12]3[C:18]([O:19][CH3:20])=[CH:17][C:16]([C:21]([N:23]4[CH2:30][C@H:29]([O:31][CH:32]5[CH2:34][CH2:33]5)[CH2:28][C@H:24]4[C:25](O)=[O:26])=[O:22])=[CH:15][C:13]=3[N:14]=2)[CH:3]=1.Cl.[F:36][C:37]1([F:41])[CH2:40][NH:39][CH2:38]1.C(N(CC)C(C)C)(C)C.CN(C(ON1N=NC2C=CC=NC1=2)=[N+](C)C)C.F[P-](F)(F)(F)(F)F. Product: [Cl:1][C:2]1[CH:7]=[CH:6][N:5]=[C:4]([CH2:8][NH:9][C:10]2[O:11][C:12]3[C:18]([O:19][CH3:20])=[CH:17][C:16]([C:21]([N:23]4[CH2:30][C@H:29]([O:31][CH:32]5[CH2:34][CH2:33]5)[CH2:28][C@H:24]4[C:25]([N:39]4[CH2:40][C:37]([F:41])([F:36])[CH2:38]4)=[O:26])=[O:22])=[CH:15][C:13]=3[N:14]=2)[CH:3]=1. The catalyst class is: 9. (4) Reactant: [Cl:1][C:2]1[C:3]([O:12][C:13]2[CH:18]=[C:17]([OH:19])[CH:16]=[CH:15][C:14]=2/[CH:20]=[CH:21]/[C:22]([O:24][CH2:25][CH3:26])=[O:23])=[N:4][CH:5]=[C:6]([C:8]([F:11])([F:10])[F:9])[CH:7]=1.C(=O)([O-])[O-].[K+].[K+].[I-].[Na+].[CH3:35][O:36][CH2:37][CH2:38][O:39][CH2:40][CH2:41][CH2:42]Br.[Cl-].[NH4+]. Product: [Cl:1][C:2]1[C:3]([O:12][C:13]2[CH:18]=[C:17]([O:19][CH2:42][CH2:41][CH2:40][O:39][CH2:38][CH2:37][O:36][CH3:35])[CH:16]=[CH:15][C:14]=2/[CH:20]=[CH:21]/[C:22]([O:24][CH2:25][CH3:26])=[O:23])=[N:4][CH:5]=[C:6]([C:8]([F:9])([F:11])[F:10])[CH:7]=1. The catalyst class is: 9. (5) Reactant: [F:1][C:2]1[CH:3]=[C:4]2[C:9](=[CH:10][CH:11]=1)[CH2:8][N:7]([CH2:12][CH2:13][NH2:14])[CH:6]([CH2:15][C:16]1[CH:21]=[CH:20][C:19]([F:22])=[CH:18][CH:17]=1)[CH2:5]2.[CH:23]([C:25]1[CH:26]=[C:27]([CH:31]=[C:32]([N+:34]([O-:36])=[O:35])[CH:33]=1)[C:28](O)=[O:29])=[CH2:24].CCN=C=NCCCN(C)C.O. Product: [F:1][C:2]1[CH:3]=[C:4]2[C:9](=[CH:10][CH:11]=1)[CH2:8][N:7]([CH2:12][CH2:13][NH:14][C:28](=[O:29])[C:27]1[CH:31]=[C:32]([N+:34]([O-:36])=[O:35])[CH:33]=[C:25]([CH:23]=[CH2:24])[CH:26]=1)[CH:6]([CH2:15][C:16]1[CH:17]=[CH:18][C:19]([F:22])=[CH:20][CH:21]=1)[CH2:5]2. The catalyst class is: 22. (6) Reactant: Br[CH2:2][CH2:3][CH2:4][CH2:5][CH2:6][CH2:7][CH2:8][CH2:9][C:10]([NH:12][C:13]1[C:14]([S:22][CH3:23])=[N:15][C:16]([CH3:21])=[CH:17][C:18]=1[S:19][CH3:20])=[O:11].[CH3:24][O:25][C:26]([C:28]1[C:36]2[O:35][C:34]([SH:37])=[N:33][C:32]=2[CH:31]=[CH:30][CH:29]=1)=[O:27].C1OCCOCCOCCOCCOCCOC1.C(=O)([O-])[O-].[K+].[K+]. Product: [CH3:24][O:25][C:26]([C:28]1[C:36]2[O:35][C:34]([S:37][CH2:2][CH2:3][CH2:4][CH2:5][CH2:6][CH2:7][CH2:8][CH2:9][C:10]([NH:12][C:13]3[C:14]([S:22][CH3:23])=[N:15][C:16]([CH3:21])=[CH:17][C:18]=3[S:19][CH3:20])=[O:11])=[N:33][C:32]=2[CH:31]=[CH:30][CH:29]=1)=[O:27]. The catalyst class is: 136. (7) Reactant: [C:1]([CH2:3][C:4]1([CH2:17][OH:18])[CH2:9][CH2:8][N:7]([C:10]([O:12][C:13]([CH3:16])([CH3:15])[CH3:14])=[O:11])[CH2:6][CH2:5]1)#[N:2].CC(OI1(OC(C)=O)(OC(C)=O)OC(=O)C2C=CC=CC1=2)=O.[O-]S([O-])(=S)=O.[Na+].[Na+]. Product: [C:1]([CH2:3][C:4]1([CH:17]=[O:18])[CH2:9][CH2:8][N:7]([C:10]([O:12][C:13]([CH3:14])([CH3:16])[CH3:15])=[O:11])[CH2:6][CH2:5]1)#[N:2]. The catalyst class is: 2. (8) Reactant: [H-].[Na+].[CH2:3]([O:10][CH2:11][CH2:12][OH:13])[C:4]1[CH:9]=[CH:8][CH:7]=[CH:6][CH:5]=1.F[C:15]1[CH:24]=[C:23]2[C:18]([C:19](=[O:39])[NH:20][C:21]([C:25]3[CH:26]=[CH:27][C:28]4[O:32][C:31]([CH2:33][O:34][CH2:35][O:36][CH3:37])=[CH:30][C:29]=4[CH:38]=3)=[N:22]2)=[C:17]([O:40][CH3:41])[CH:16]=1.O. Product: [CH2:3]([O:10][CH2:11][CH2:12][O:13][C:15]1[CH:24]=[C:23]2[C:18]([C:19](=[O:39])[NH:20][C:21]([C:25]3[CH:26]=[CH:27][C:28]4[O:32][C:31]([CH2:33][O:34][CH2:35][O:36][CH3:37])=[CH:30][C:29]=4[CH:38]=3)=[N:22]2)=[C:17]([O:40][CH3:41])[CH:16]=1)[C:4]1[CH:9]=[CH:8][CH:7]=[CH:6][CH:5]=1. The catalyst class is: 640.